Dataset: Catalyst prediction with 721,799 reactions and 888 catalyst types from USPTO. Task: Predict which catalyst facilitates the given reaction. (1) Reactant: [F:1][C:2]1[CH:3]=[C:4]([CH2:26][N:27]2[CH2:30][CH:29](O)[CH2:28]2)[CH:5]=[CH:6][C:7]=1[C:8]1[S:9][C:10]2[C:15]([N:16]=1)=[CH:14][CH:13]=[C:12]([C:17]1([C:20]3[CH:25]=[CH:24][CH:23]=[CH:22][CH:21]=3)[CH2:19][CH2:18]1)[N:11]=2.C(N(S(F)(F)[F:38])CC)C. Product: [F:1][C:2]1[CH:3]=[C:4]([CH2:26][N:27]2[CH2:30][CH:29]([F:38])[CH2:28]2)[CH:5]=[CH:6][C:7]=1[C:8]1[S:9][C:10]2[C:15]([N:16]=1)=[CH:14][CH:13]=[C:12]([C:17]1([C:20]3[CH:25]=[CH:24][CH:23]=[CH:22][CH:21]=3)[CH2:19][CH2:18]1)[N:11]=2. The catalyst class is: 2. (2) The catalyst class is: 14. Reactant: C([O-])([O-])=O.[K+].[K+].[CH3:7][NH:8][CH3:9].[CH2:10]([O:12][C:13]([C:15]1[C:16]([S:27][CH2:28][CH3:29])=[N:17][C:18]2[C:23]([C:24]=1[CH3:25])=[CH:22][CH:21]=[C:20](F)[CH:19]=2)=[O:14])[CH3:11].CCCCCC. Product: [CH2:10]([O:12][C:13]([C:15]1[C:16]([S:27][CH2:28][CH3:29])=[N:17][C:18]2[C:23]([C:24]=1[CH3:25])=[CH:22][CH:21]=[C:20]([N:8]([CH3:9])[CH3:7])[CH:19]=2)=[O:14])[CH3:11]. (3) Reactant: [F:1][C:2]([F:25])([C:18]1[CH:23]=[CH:22][C:21]([F:24])=[CH:20][N:19]=1)[C:3]1[NH:12][C:11](=O)[C:10]2[C:5](=[C:6]([C:14]([O:16][CH3:17])=[O:15])[CH:7]=[CH:8][CH:9]=2)[N:4]=1.P(Br)(Br)([Br:28])=O.CN(C=O)C. Product: [Br:28][C:11]1[C:10]2[C:5](=[C:6]([C:14]([O:16][CH3:17])=[O:15])[CH:7]=[CH:8][CH:9]=2)[N:4]=[C:3]([C:2]([F:25])([F:1])[C:18]2[CH:23]=[CH:22][C:21]([F:24])=[CH:20][N:19]=2)[N:12]=1. The catalyst class is: 11. (4) Reactant: [Cl:1][C:2]1[O:3][C:4]2[CH:10]=[CH:9][C:8]([C:11]([CH2:30][CH3:31])=[C:12]([C:23]3[CH:28]=[CH:27][C:26]([OH:29])=[CH:25][CH:24]=3)[C:13]3[CH:18]=[CH:17][C:16]([O:19][CH2:20][CH2:21]Cl)=[CH:15][CH:14]=3)=[CH:7][C:5]=2[CH:6]=1.[NH:32]1[CH2:38][CH2:37][CH2:36][CH2:35][CH2:34][CH2:33]1. Product: [N:32]1([CH2:21][CH2:20][O:19][C:16]2[CH:15]=[CH:14][C:13]([C:12]([C:23]3[CH:28]=[CH:27][C:26]([OH:29])=[CH:25][CH:24]=3)=[C:11]([C:8]3[CH:9]=[CH:10][C:4]4[O:3][C:2]([Cl:1])=[CH:6][C:5]=4[CH:7]=3)[CH2:30][CH3:31])=[CH:18][CH:17]=2)[CH2:38][CH2:37][CH2:36][CH2:35][CH2:34][CH2:33]1. The catalyst class is: 5. (5) Reactant: [Li]CCCC.[Cl:6][C:7]1[C:8](I)=[C:9]2[CH:15]=[CH:14][N:13]([Si:16]([CH:23]([CH3:25])[CH3:24])([CH:20]([CH3:22])[CH3:21])[CH:17]([CH3:19])[CH3:18])[C:10]2=[N:11][CH:12]=1.[CH2:27]([N:34]1[CH2:39][CH2:38][CH:37]([CH:40]=[O:41])[CH2:36][CH2:35]1)[C:28]1[CH:33]=[CH:32][CH:31]=[CH:30][CH:29]=1. Product: [CH2:27]([N:34]1[CH2:39][CH2:38][CH:37]([CH:40]([C:8]2[C:7]([Cl:6])=[CH:12][N:11]=[C:10]3[N:13]([Si:16]([CH:23]([CH3:25])[CH3:24])([CH:20]([CH3:22])[CH3:21])[CH:17]([CH3:19])[CH3:18])[CH:14]=[CH:15][C:9]=23)[OH:41])[CH2:36][CH2:35]1)[C:28]1[CH:33]=[CH:32][CH:31]=[CH:30][CH:29]=1. The catalyst class is: 1. (6) Reactant: Cl[C:2]1[N:7]=[C:6]([Cl:8])[CH:5]=[C:4]([Cl:9])[N:3]=1.C([N:12](CC)CC)C.[C:17]1([N:23]2[CH2:28][CH2:27]C[CH2:25][CH2:24]2)[CH:22]=[CH:21][CH:20]=[CH:19][CH:18]=1.O. Product: [Cl:9][C:4]1[CH:5]=[C:6]([Cl:8])[N:7]=[C:2]([N:12]2[CH2:27][CH2:28][N:23]([C:17]3[CH:22]=[CH:21][CH:20]=[CH:19][CH:18]=3)[CH2:24][CH2:25]2)[N:3]=1. The catalyst class is: 28. (7) Reactant: FC(F)(F)C(O)=O.[Cl:8][C:9]1[CH:47]=[C:46]([S:48]([N:51](CC2C=CC(OC)=CC=2OC)[C:52]2[S:53][CH:54]=[N:55][N:56]=2)(=[O:50])=[O:49])[C:45]([F:68])=[CH:44][C:10]=1[O:11][C:12]1[CH:17]=[CH:16][C:15]([C:18]2[CH:23]=[CH:22][CH:21]=[CH:20][C:19]=2[C:24]([F:27])([F:26])[F:25])=[CH:14][C:13]=1[C:28]1[N:32]([CH:33]2[CH2:36][N:35](C(OC(C)(C)C)=O)[CH2:34]2)[N:31]=[CH:30][CH:29]=1. Product: [NH:35]1[CH2:34][CH:33]([N:32]2[C:28]([C:13]3[CH:14]=[C:15]([C:18]4[CH:23]=[CH:22][CH:21]=[CH:20][C:19]=4[C:24]([F:26])([F:27])[F:25])[CH:16]=[CH:17][C:12]=3[O:11][C:10]3[C:9]([Cl:8])=[CH:47][C:46]([S:48]([NH:51][C:52]4[S:53][CH:54]=[N:55][N:56]=4)(=[O:50])=[O:49])=[C:45]([F:68])[CH:44]=3)=[CH:29][CH:30]=[N:31]2)[CH2:36]1. The catalyst class is: 4. (8) Reactant: [CH2:1]([O:3][C:4]1[CH:9]=[CH:8][C:7]([S:10]([N:13]2[CH2:18][CH2:17][N:16]([CH3:19])[CH2:15][CH2:14]2)(=[O:12])=[O:11])=[CH:6][C:5]=1[C:20]1[NH:25][C:24](=[O:26])[C:23]2=[C:27]([CH3:33])[N:28]=[C:29]([CH2:30][CH2:31][CH3:32])[N:22]2[N:21]=1)[CH3:2].[C:34]([OH:39])(=[O:38])[CH:35]([CH3:37])[OH:36]. Product: [C:34]([OH:39])(=[O:38])[CH:35]([CH3:37])[OH:36].[CH2:1]([O:3][C:4]1[CH:9]=[CH:8][C:7]([S:10]([N:13]2[CH2:14][CH2:15][N:16]([CH3:19])[CH2:17][CH2:18]2)(=[O:12])=[O:11])=[CH:6][C:5]=1[C:20]1[NH:25][C:24](=[O:26])[C:23]2=[C:27]([CH3:33])[N:28]=[C:29]([CH2:30][CH2:31][CH3:32])[N:22]2[N:21]=1)[CH3:2]. The catalyst class is: 316. (9) Reactant: [CH3:1][N:2]([C:12]1[CH:17]=[CH:16][C:15]([NH:18][CH2:19][C:20]2[CH:25]=[CH:24][N:23]=[CH:22][CH:21]=2)=[C:14]([N+:26]([O-])=O)[CH:13]=1)[S:3]([C:6]1[CH:11]=[CH:10][CH:9]=[CH:8][CH:7]=1)(=[O:5])=[O:4]. Product: [NH2:26][C:14]1[CH:13]=[C:12]([N:2]([CH3:1])[S:3]([C:6]2[CH:7]=[CH:8][CH:9]=[CH:10][CH:11]=2)(=[O:5])=[O:4])[CH:17]=[CH:16][C:15]=1[NH:18][CH2:19][C:20]1[CH:25]=[CH:24][N:23]=[CH:22][CH:21]=1. The catalyst class is: 45.